This data is from Reaction yield outcomes from USPTO patents with 853,638 reactions. The task is: Predict the reaction yield, written as a fraction of the theoretical maximum amount of product (1.0 means a 100% yield; for example, 0.34 means a 34% yield). (1) The reactants are C(OC([N:8]([C:25]1[CH:30]=[C:29]([N:31]2[CH2:36][CH2:35][N:34]([CH3:37])[CH2:33][CH2:32]2)[N:28]=[C:27]([C:38]2[CH:43]=[CH:42][CH:41]=[C:40]([O:44][CH2:45][C:46]([NH:48][CH:49]([CH3:51])[CH3:50])=[O:47])[CH:39]=2)[N:26]=1)[C:9]1[CH:10]=[C:11]2[C:15](=[CH:16][CH:17]=1)[N:14](C(OC(C)(C)C)=O)[N:13]=[CH:12]2)=O)(C)(C)C.[C:52]([OH:58])([C:54]([F:57])([F:56])[F:55])=[O:53]. The catalyst is C(Cl)Cl. The product is [OH:58][C:52]([C:54]([F:57])([F:56])[F:55])=[O:53].[NH:14]1[C:15]2[C:11](=[CH:10][C:9]([NH:8][C:25]3[CH:30]=[C:29]([N:31]4[CH2:36][CH2:35][N:34]([CH3:37])[CH2:33][CH2:32]4)[N:28]=[C:27]([C:38]4[CH:39]=[C:40]([CH:41]=[CH:42][CH:43]=4)[O:44][CH2:45][C:46]([NH:48][CH:49]([CH3:51])[CH3:50])=[O:47])[N:26]=3)=[CH:17][CH:16]=2)[CH:12]=[N:13]1. The yield is 0.700. (2) The reactants are [Cl:1][C:2]1[C:3]([O:12][C:13]2[CH:18]=[C:17]([O:19][CH2:20][CH2:21][CH2:22][O:23][CH3:24])[CH:16]=[CH:15][C:14]=2/[CH:25]=[C:26](\[O:30][CH3:31])/[C:27](O)=[O:28])=[N:4][CH:5]=[C:6]([C:8]([F:11])([F:10])[F:9])[CH:7]=1.CC1C=CC=C([N+]([O-])=O)C=1C(OC(=O)C1C([N+]([O-])=O)=CC=CC=1C)=O.[CH2:57]([S:62]([NH2:65])(=[O:64])=[O:63])[CH2:58][CH2:59][CH2:60][CH3:61].[Cl-].[NH4+]. The catalyst is C(#N)C.CN(C)C1C=CN=CC=1.C(N(CC)CC)C. The product is [Cl:1][C:2]1[C:3]([O:12][C:13]2[CH:18]=[C:17]([O:19][CH2:20][CH2:21][CH2:22][O:23][CH3:24])[CH:16]=[CH:15][C:14]=2/[CH:25]=[C:26](\[O:30][CH3:31])/[C:27]([NH:65][S:62]([CH2:57][CH2:58][CH2:59][CH2:60][CH3:61])(=[O:64])=[O:63])=[O:28])=[N:4][CH:5]=[C:6]([C:8]([F:10])([F:9])[F:11])[CH:7]=1. The yield is 0.510. (3) The reactants are Cl[C:2]1[C:7]([C:8]([F:11])([F:10])[F:9])=[CH:6][N:5]=[C:4]([NH:12][C:13]2[CH:27]=[CH:26][C:16]([CH2:17][P:18](=[O:25])([O:22][CH2:23][CH3:24])[O:19][CH2:20][CH3:21])=[CH:15][C:14]=2[O:28][CH3:29])[N:3]=1.[NH2:30][C:31]1[CH:41]=[CH:40][CH:39]=[CH:38][C:32]=1[C:33]([NH:35][O:36][CH3:37])=[O:34]. No catalyst specified. The product is [CH2:20]([O:19][P:18]([CH2:17][C:16]1[CH:26]=[CH:27][C:13]([NH:12][C:4]2[N:3]=[C:2]([NH:30][C:31]3[CH:41]=[CH:40][CH:39]=[CH:38][C:32]=3[C:33](=[O:34])[NH:35][O:36][CH3:37])[C:7]([C:8]([F:11])([F:10])[F:9])=[CH:6][N:5]=2)=[C:14]([O:28][CH3:29])[CH:15]=1)(=[O:25])[O:22][CH2:23][CH3:24])[CH3:21]. The yield is 0.720. (4) The reactants are C1(P(C2C=CC=CC=2)C2C=CC3C(=CC=CC=3)C=2C2C3C(=CC=CC=3)C=CC=2P(C2C=CC=CC=2)C2C=CC=CC=2)C=CC=CC=1.Cl.[CH3:48][Si:49]([CH3:76])([CH3:75])[CH2:50][CH2:51][O:52][CH2:53][N:54]1[C:58]2=[N:59][CH:60]=[CH:61][C:62]([C:63]3[CH:64]=[N:65][N:66]([C:68]4([CH2:72][C:73]#[N:74])[CH2:71][NH:70][CH2:69]4)[CH:67]=3)=[C:57]2[CH:56]=[CH:55]1.Br[C:78]1[CH:79]=[CH:80][C:81]([C:84]([NH:86][C@H:87]([CH:89]2[CH2:91][CH2:90]2)[CH3:88])=[O:85])=[N:82][CH:83]=1.C(=O)([O-])[O-].[Cs+].[Cs+].C([O-])(O)=O.[Na+]. The catalyst is C1(C)C=CC=CC=1.C([O-])(=O)C.[Pd+2].C([O-])(=O)C. The product is [C:73]([CH2:72][C:68]1([N:66]2[CH:67]=[C:63]([C:62]3[CH:61]=[CH:60][N:59]=[C:58]4[N:54]([CH2:53][O:52][CH2:51][CH2:50][Si:49]([CH3:75])([CH3:48])[CH3:76])[CH:55]=[CH:56][C:57]=34)[CH:64]=[N:65]2)[CH2:69][N:70]([C:78]2[CH:79]=[CH:80][C:81]([C:84]([NH:86][C@H:87]([CH:89]3[CH2:91][CH2:90]3)[CH3:88])=[O:85])=[N:82][CH:83]=2)[CH2:71]1)#[N:74]. The yield is 0.586. (5) The reactants are [Cl:1][C:2]1[N:7]=[C:6]([C:8]([O:10][CH3:11])=[O:9])[CH:5]=[C:4](Cl)[N:3]=1.[NH:13]1[CH:17]=[CH:16][N:15]=[CH:14]1. No catalyst specified. The product is [Cl:1][C:2]1[N:7]=[C:6]([C:8]([O:10][CH3:11])=[O:9])[CH:5]=[C:4]([N:13]2[CH:17]=[CH:16][N:15]=[CH:14]2)[N:3]=1. The yield is 0.240. (6) The reactants are [CH3:1][C:2]1[CH:7]=[C:6]([C:8](O)([C:13]([F:16])([F:15])[F:14])[C:9]([F:12])([F:11])[F:10])[CH:5]=[C:4]([CH3:18])[C:3]=1[NH:19][C:20](=[O:36])[C:21]1[CH:26]=[CH:25][CH:24]=[C:23]([NH:27][C:28](=[O:35])[C:29]2[CH:34]=[CH:33][CH:32]=[CH:31][CH:30]=2)[CH:22]=1.S(Cl)([Cl:39])=O. The catalyst is N1C=CC=CC=1. The product is [CH3:1][C:2]1[CH:7]=[C:6]([C:8]([Cl:39])([C:13]([F:16])([F:15])[F:14])[C:9]([F:12])([F:11])[F:10])[CH:5]=[C:4]([CH3:18])[C:3]=1[NH:19][C:20](=[O:36])[C:21]1[CH:26]=[CH:25][CH:24]=[C:23]([NH:27][C:28](=[O:35])[C:29]2[CH:34]=[CH:33][CH:32]=[CH:31][CH:30]=2)[CH:22]=1. The yield is 0.750. (7) The reactants are [F:1][C:2]1([F:62])[C@H:6]([O:7][C:8]([C:23]2[CH:28]=[CH:27][CH:26]=[CH:25][CH:24]=2)([C:17]2[CH:22]=[CH:21][CH:20]=[CH:19][CH:18]=2)[C:9]2[CH:14]=[CH:13][C:12]([O:15][CH3:16])=[CH:11][CH:10]=2)[C@@H:5]([C:29]([CH2:31][CH3:32])=[O:30])[O:4][C@H:3]1[N:33]1[CH:61]=[CH:60][C:37]([NH:38][C:39]([C:54]2[CH:59]=[CH:58][CH:57]=[CH:56][CH:55]=2)([C:48]2[CH:53]=[CH:52][CH:51]=[CH:50][CH:49]=2)[C:40]2[CH:45]=[CH:44][C:43]([O:46][CH3:47])=[CH:42][CH:41]=2)=[N:36][C:34]1=[O:35].[BH4-].[Na+]. The catalyst is CCO. The product is [F:62][C:2]1([F:1])[C@H:6]([O:7][C:8]([C:23]2[CH:24]=[CH:25][CH:26]=[CH:27][CH:28]=2)([C:17]2[CH:22]=[CH:21][CH:20]=[CH:19][CH:18]=2)[C:9]2[CH:10]=[CH:11][C:12]([O:15][CH3:16])=[CH:13][CH:14]=2)[C@@H:5]([CH:29]([CH2:31][CH3:32])[OH:30])[O:4][C@H:3]1[N:33]1[CH:61]=[CH:60][C:37]([NH:38][C:39]([C:48]2[CH:49]=[CH:50][CH:51]=[CH:52][CH:53]=2)([C:54]2[CH:55]=[CH:56][CH:57]=[CH:58][CH:59]=2)[C:40]2[CH:41]=[CH:42][C:43]([O:46][CH3:47])=[CH:44][CH:45]=2)=[N:36][C:34]1=[O:35]. The yield is 0.631.